This data is from Forward reaction prediction with 1.9M reactions from USPTO patents (1976-2016). The task is: Predict the product of the given reaction. (1) Given the reactants S1(OS(=O)(=O)OOOO1)(=O)=O.[K].[CH3:13][C:14]1[C:19]([CH3:20])=[CH:18][CH:17]=[CH:16][C:15]=1[O:21][CH3:22].C(OCC)(=[O:25])C.CCCCCC, predict the reaction product. The product is: [CH3:22][O:21][C:15]1[CH:16]=[CH:17][CH:18]=[C:19]([CH3:20])[C:14]=1[CH:13]=[O:25]. (2) Given the reactants C([O:8][C:9]1[CH:14]=[CH:13][C:12]([C:15]2[O:16][C:17]3[CH:22]=[C:21]([O:23][CH2:24][C@@H:25]([NH:27][C:28](=[O:34])[O:29][C:30]([CH3:33])([CH3:32])[CH3:31])[CH3:26])[N:20]=[CH:19][C:18]=3[N:35]=2)=[CH:11][CH:10]=1)C1C=CC=CC=1.C1COCC1, predict the reaction product. The product is: [OH:8][C:9]1[CH:14]=[CH:13][C:12]([C:15]2[O:16][C:17]3[CH:22]=[C:21]([O:23][CH2:24][C@@H:25]([NH:27][C:28](=[O:34])[O:29][C:30]([CH3:32])([CH3:31])[CH3:33])[CH3:26])[N:20]=[CH:19][C:18]=3[N:35]=2)=[CH:11][CH:10]=1. (3) The product is: [OH:16][CH2:15][C@H:14]1[N:9]2[C:10]3[C:11](=[C:2]([C:19]#[N:20])[CH:3]=[N:4][C:5]=3[CH:6]=[CH:7][C:8]2=[O:17])[O:12][CH2:13]1. Given the reactants Br[C:2]1[CH:3]=[N:4][C:5]2[CH:6]=[CH:7][C:8](=[O:17])[N:9]3[C@H:14]([CH2:15][OH:16])[CH2:13][O:12][C:11]=1[C:10]=23.[Cu][C:19]#[N:20], predict the reaction product. (4) Given the reactants C[CH2:2][N:3]=[C:4]=[N:5][CH2:6][CH2:7][CH2:8][N:9]([CH3:11])C.[CH:12]1[CH:13]=[CH:14][C:15]2N(O)N=N[C:16]=2[CH:17]=1.C[N:23]([CH:25]=[O:26])C, predict the reaction product. The product is: [CH:17]([O:26][CH:7]([CH3:6])[CH3:8])([CH3:16])[CH3:12].[N:5]1[C:6]2[CH:7]=[CH:8][N:9]=[CH:11][C:2]=2[NH:3][C:4]=1[C:17]1[C:16]2[C:13]3[C:12](=[CH:17][CH:16]=[CH:15][CH:14]=3)[CH:25]([NH-:23])[C:15]=2[CH:14]=[CH:13][CH:12]=1. (5) The product is: [O:16]=[C:14]([C:11]1[CH:12]=[CH:13][N:8]=[CH:9][N:10]=1)[CH2:21][C:20]([O:23][CH2:24][CH3:25])=[O:22]. Given the reactants CCC([O-])(C)C.[K+].[N:8]1[CH:13]=[CH:12][C:11]([C:14]([O:16]CC)=O)=[N:10][CH:9]=1.Cl.[C:20]([O:23][CH2:24][CH3:25])(=[O:22])[CH3:21], predict the reaction product.